This data is from Catalyst prediction with 721,799 reactions and 888 catalyst types from USPTO. The task is: Predict which catalyst facilitates the given reaction. Reactant: CC(OC([N:8]1[CH2:13][CH2:12][CH:11]([N:14]2[CH2:19][CH2:18][N:17]([C:20]([O:22][CH2:23][C:24]3[CH:29]=[CH:28][CH:27]=[CH:26][CH:25]=3)=[O:21])[CH2:16][CH2:15]2)[CH2:10][CH2:9]1)=O)(C)C.[C:30]([OH:36])([C:32]([F:35])([F:34])[F:33])=[O:31]. Product: [C:30]([OH:36])([C:32]([F:35])([F:34])[F:33])=[O:31].[F:33][C:32]([F:35])([F:34])[C:30]([OH:36])=[O:31].[F:33][C:32]([F:35])([F:34])[C:30]([OH:36])=[O:31].[NH:8]1[CH2:13][CH2:12][CH:11]([N:14]2[CH2:15][CH2:16][N:17]([C:20]([O:22][CH2:23][C:24]3[CH:29]=[CH:28][CH:27]=[CH:26][CH:25]=3)=[O:21])[CH2:18][CH2:19]2)[CH2:10][CH2:9]1. The catalyst class is: 2.